Task: Binary Classification. Given a miRNA mature sequence and a target amino acid sequence, predict their likelihood of interaction.. Dataset: Experimentally validated miRNA-target interactions with 360,000+ pairs, plus equal number of negative samples (1) The miRNA is mmu-miR-501-3p with sequence AAUGCACCCGGGCAAGGAUUUG. The protein sequence of the target gene is MERIPSAQPPPTCLPKAPGLEPGDLSGMDFAHMYQVYKSRRGIKRSEDSKETYKLPHRLIEKKRRDRINECIAQLKDLLPEHLKLTTLGHLEKAVVLELTLKHVKALTNLIDQQQQKIIALQSGLQAGDLSGRNVEAGQEMFCSGFQTCAREVLQYLAKHENTRDLKSSQLVTHLHRVVSELLQGGTSRKPSDPAPKAMDFKEKPSSLAKGSEGPGKNCVPVIQRTFAHSSGEQSGSDTDTDSGYGGESEKSELRVEQPYFKSDHGRRFTMGERISAIKQESEEPPMKKSRMQLSDDEGP.... Result: 0 (no interaction). (2) The miRNA is cel-miR-237-5p with sequence UCCCUGAGAAUUCUCGAACAGCU. The protein sequence of the target gene is MKGELLLFSSVIVLLQVVCSCPDKCYCQSSTNFVDCSQQGLAEIPSHLPPQTRTLHLQDNQIHHLPAFAFRSVPWLMTLNLSNNSLSNLAPGAFHGLQHLQVLNLTQNSLLSLESRLFHSLPQLRELDLSSNNISHLPTSLGETWENLTILAVQQNQLQQLDRALLESMPSVRLLLLKDNLWKCNCHLLGLKLWLEKFVYKGGLTDGIICESPDTWKGKDLLRIPHELYQPCPLPAPDPVSSQAQWPGSAHGVVLRPPENHNAGERELLECELKPKPRPANLRHAIATVIITGVVCGIVC.... Result: 0 (no interaction). (3) The miRNA is hsa-miR-181a-5p with sequence AACAUUCAACGCUGUCGGUGAGU. The protein sequence of the target gene is MSHQILLLLAMLTLGLAISQRREQVPCRTVNKEALCHGLGLLQVPSVLSLDIQALYLSGNQLQSILVSPLGFYTALRHLDLSDNQISFLQAGVFQALPYLEHLNLAHNRLATGMALNSGGLGRLPLLVSLDLSGNSLHGNLVERLLGETPRLRTLSLAENSLTRLARHTFWGMPAVEQLDLHSNVLMDIEDGAFEALPHLTHLNLSRNSLTCISDFSLQQLQVLDLSCNSIEAFQTAPEPQAQFQLAWLDLRENKLLHFPDLAVFPRLIYLNVSNNLIQLPAGLPRGSEDLHAPSEGWSA.... Result: 0 (no interaction). (4) The miRNA is hsa-miR-6807-5p with sequence GUGAGCCAGUGGAAUGGAGAGG. The protein sequence of the target gene is MRLSVRRVLLAAGCALVLVLAVQLGQQVLECRAVLAGLRSPRGAMRPEQEELVMVGTNHVEYRYGKAMPLIFVGGVPRSGTTLMRAMLDAHPEVRCGEETRIIPRVLAMRQAWSKSGREKLRLDEAGVTDEVLDAAMQAFILEVIAKHGEPARVLCNKDPFTLKSSVYLSRLFPNSKFLLMVRDGRASVHSMITRKVTIAGFDLSSYRDCLTKWNKAIEVMYAQCMEVGKEKCLPVYYEQLVLHPRRSLKLILDFLGIAWSDAVLHHEDLIGKPGGVSLSKIERSTDQVIKPVNLEALSK.... Result: 1 (interaction). (5) The miRNA is cel-miR-229-5p with sequence AAUGACACUGGUUAUCUUUUCCAUCG. The protein sequence of the target gene is MYHHEDDTNSDMNSDDDMSRSGRETPPPRPSHAFGSERDLERRGRSRDVEPRDRWPYTRNPRSRLPQRDLSLPVMSRPHFGLDRDDDRRSMDYESRSQDAESYQNVVELKEDKKPQNPIQDNLENYRKLLSLGVQLAEDDRHSHMTQGHSSRSKRTAYPSTSRGLKPMPEAKKPSHRRGICEDESSHGVIMEKFIKDVARNPKSGRARELNERPPPRFPRPNDNWKDSSSSRRESVIQERGYEGSAFRGGFRFNADLASRSRALERKRRYHFDSDERGSGHEHKSCVRKKPFECGAEMRQ.... Result: 0 (no interaction). (6) The miRNA is cel-miR-84-5p with sequence UGAGGUAGUAUGUAAUAUUGUAGA. The protein sequence of the target gene is MRLLLLLAFISVIPVSVQLLDARQFLIYNEDHKRCVDALSAISVQTATCNPEAESQKFRWVSDSQIMSVAFKLCLGVPSKTDWASVTLYACDSKSEYQKWECKNDTLFGIKGTELYFNYGNRQEKNIKLYKGSGLWSRWKVYGTTDDLCSRGYEAMYSLLGNANGAVCAFPFKFENKWYADCTSAGRSDGWLWCGTTTDYDKDKLFGFCPLHFEGSERLWNKDPLTGILYQINSKSALTWHQARASCKQQNADLLSVTEIHEQMYLTGLTSSLSSGLWIGLNSLSVRSGWQWAGGSPFRY.... Result: 0 (no interaction). (7) The miRNA is hsa-miR-520c-5p with sequence CUCUAGAGGGAAGCACUUUCUG. The protein sequence of the target gene is MAPSTVAVEMLSPKEKNRLRKPVVEKMRRDRINSSIEQLKLLLEQEFARHQPNSKLEKADILEMAVSYLKHSKAFAAAAGPKSLHQDYSEGYSWCLQEAVQFLTLHAASDTQMKLLYHFQRPPAPAAPAKEPPAPGAAPQPARSSAKAAAAAVSTSRQPACGLWRPW. Result: 0 (no interaction).